From a dataset of Forward reaction prediction with 1.9M reactions from USPTO patents (1976-2016). Predict the product of the given reaction. (1) Given the reactants [N+:1]([C:4]1[CH:5]=[CH:6][CH:7]=[C:8]2[C:13]=1[N:12]=[CH:11][CH:10]=[C:9]2[O:14][C:15]1[CH:20]=[CH:19][C:18]([NH2:21])=[CH:17][CH:16]=1)([O-:3])=[O:2].[Cl:22][C:23]1[CH:28]=[CH:27][C:26]([N:29]=[C:30]=[O:31])=[CH:25][C:24]=1[C:32]([F:35])([F:34])[F:33], predict the reaction product. The product is: [N+:1]([C:4]1[CH:5]=[CH:6][CH:7]=[C:8]2[C:13]=1[N:12]=[CH:11][CH:10]=[C:9]2[O:14][C:15]1[CH:20]=[CH:19][C:18]([NH:21][C:30]([NH:29][C:26]2[CH:27]=[CH:28][C:23]([Cl:22])=[C:24]([C:32]([F:34])([F:33])[F:35])[CH:25]=2)=[O:31])=[CH:17][CH:16]=1)([O-:3])=[O:2]. (2) The product is: [CH:17]([C:16]1[CH:19]=[C:20]([CH3:24])[C:21]([CH3:23])=[CH:22][C:15]=1[O:14][CH2:2][C:3]([O:5][CH2:6][CH3:7])=[O:4])=[O:18]. Given the reactants Br[CH2:2][C:3]([O:5][CH2:6][CH3:7])=[O:4].C(=O)([O-])[O-].[K+].[K+].[OH:14][C:15]1[CH:22]=[C:21]([CH3:23])[C:20]([CH3:24])=[CH:19][C:16]=1[CH:17]=[O:18], predict the reaction product. (3) The product is: [ClH:35].[ClH:35].[CH2:36]([O:38][C:27]([C:24]1[CH:25]=[C:26]2[C:21](=[CH:22][CH:23]=1)[NH:20][N:19]=[C:18]2[C:13]1[CH:12]=[CH:11][C:10]2[C:15](=[CH:16][CH:17]=[C:8]([C:6]([N:1]3[CH2:2][CH2:3][CH2:4][CH2:5]3)=[O:7])[CH:9]=2)[CH:14]=1)=[NH:28])[CH3:37]. Given the reactants [N:1]1([C:6]([C:8]2[CH:9]=[C:10]3[C:15](=[CH:16][CH:17]=2)[CH:14]=[C:13]([C:18]2[C:26]4[C:21](=[CH:22][CH:23]=[C:24]([C:27]#[N:28])[CH:25]=4)[N:20](C4CCCCO4)[N:19]=2)[CH:12]=[CH:11]3)=[O:7])[CH2:5][CH2:4][CH2:3][CH2:2]1.[ClH:35].[CH2:36]([OH:38])[CH3:37], predict the reaction product. (4) Given the reactants [C:1]1([CH:7]([C:30]2[CH:35]=[CH:34][CH:33]=[CH:32][CH:31]=2)[N:8]2[C:16]3[C:11](=[CH:12][CH:13]=[CH:14][CH:15]=3)[C:10](O)([C:17]3[C:26]([OH:27])=[CH:25][C:20]4[N:21]=[C:22]([CH3:24])[O:23][C:19]=4[CH:18]=3)[C:9]2=[O:29])[CH:6]=[CH:5][CH:4]=[CH:3][CH:2]=1.OC1(C2C(O)=CC3N=C(C)SC=3C=2)C2C(=CC=CC=2)NC1=O, predict the reaction product. The product is: [C:1]1([CH:7]([C:30]2[CH:35]=[CH:34][CH:33]=[CH:32][CH:31]=2)[N:8]2[C:16]3[C:11](=[CH:12][CH:13]=[CH:14][CH:15]=3)[CH:10]([C:17]3[C:26]([OH:27])=[CH:25][C:20]4[N:21]=[C:22]([CH3:24])[O:23][C:19]=4[CH:18]=3)[C:9]2=[O:29])[CH:2]=[CH:3][CH:4]=[CH:5][CH:6]=1. (5) Given the reactants C(O[C:4](=O)[C:5]([C:10]1[CH:28]=[CH:27][C:13]2[N:14]=[C:15]([NH:18][C:19]3[CH:24]=[CH:23][C:22]([F:25])=[CH:21][C:20]=3[CH3:26])[N:16]([CH3:17])[C:12]=2[C:11]=1[C:29]#[N:30])(C)[C:6](=O)[CH3:7])C.O.S(=O)(=O)(O)[OH:34].[OH-].[NH4+], predict the reaction product. The product is: [F:25][C:22]1[CH:23]=[CH:24][C:19]([NH:18][C:15]2[N:16]([CH3:17])[C:12]3[C:11]4[C:29](=[O:34])[NH:30][C:6]([CH3:7])=[C:5]([CH3:4])[C:10]=4[CH:28]=[CH:27][C:13]=3[N:14]=2)=[C:20]([CH3:26])[CH:21]=1. (6) Given the reactants [CH3:1][N:2]1[C@@H:18]2[CH2:19][C:7]3[CH:8]=[CH:9][C:10]([OH:22])=[C:11]4[O:12][C@H:13]5[C:14]([O:20]C)=[CH:15][CH:16]=[C:17]2[C@:5]5([C:6]=34)[CH2:4][CH2:3]1.OO.CC([OH:28])C, predict the reaction product. The product is: [CH3:1][N:2]1[C@@H:18]2[CH2:19][C:7]3=[CH:8][CH:9]=[C:10]([OH:22])[C:11]4[O:12][C@H:13]5[C:14]([CH2:15][CH2:16][C@:17]2([OH:28])[C@:5]5([C:6]=43)[CH2:4][CH2:3]1)=[O:20].